This data is from NCI-60 drug combinations with 297,098 pairs across 59 cell lines. The task is: Regression. Given two drug SMILES strings and cell line genomic features, predict the synergy score measuring deviation from expected non-interaction effect. (1) Drug 1: C1CCC(C1)C(CC#N)N2C=C(C=N2)C3=C4C=CNC4=NC=N3. Drug 2: CCC1=CC2CC(C3=C(CN(C2)C1)C4=CC=CC=C4N3)(C5=C(C=C6C(=C5)C78CCN9C7C(C=CC9)(C(C(C8N6C)(C(=O)OC)O)OC(=O)C)CC)OC)C(=O)OC.C(C(C(=O)O)O)(C(=O)O)O. Cell line: SF-295. Synergy scores: CSS=51.9, Synergy_ZIP=2.59, Synergy_Bliss=2.96, Synergy_Loewe=-21.4, Synergy_HSA=4.85. (2) Drug 1: CC12CCC3C(C1CCC2=O)CC(=C)C4=CC(=O)C=CC34C. Drug 2: COC1=CC(=CC(=C1O)OC)C2C3C(COC3=O)C(C4=CC5=C(C=C24)OCO5)OC6C(C(C7C(O6)COC(O7)C8=CC=CS8)O)O. Cell line: SNB-75. Synergy scores: CSS=44.0, Synergy_ZIP=-2.09, Synergy_Bliss=0.0317, Synergy_Loewe=3.68, Synergy_HSA=3.98. (3) Drug 1: CC1=C(C(CCC1)(C)C)C=CC(=CC=CC(=CC(=O)O)C)C. Drug 2: B(C(CC(C)C)NC(=O)C(CC1=CC=CC=C1)NC(=O)C2=NC=CN=C2)(O)O. Cell line: SK-MEL-5. Synergy scores: CSS=41.9, Synergy_ZIP=0.149, Synergy_Bliss=-2.41, Synergy_Loewe=-37.7, Synergy_HSA=-2.71. (4) Drug 1: C1=NNC2=C1C(=O)NC=N2. Drug 2: C1CCC(C(C1)N)N.C(=O)(C(=O)[O-])[O-].[Pt+4]. Cell line: MDA-MB-435. Synergy scores: CSS=23.7, Synergy_ZIP=-5.90, Synergy_Bliss=-0.830, Synergy_Loewe=-35.5, Synergy_HSA=-0.764. (5) Drug 1: C1CN1P(=S)(N2CC2)N3CC3. Drug 2: C1C(C(OC1N2C=NC3=C(N=C(N=C32)Cl)N)CO)O. Cell line: HCT-15. Synergy scores: CSS=40.3, Synergy_ZIP=-7.23, Synergy_Bliss=-7.42, Synergy_Loewe=-23.1, Synergy_HSA=-5.62. (6) Drug 1: C1=CC(=CC=C1CC(C(=O)O)N)N(CCCl)CCCl.Cl. Drug 2: CS(=O)(=O)CCNCC1=CC=C(O1)C2=CC3=C(C=C2)N=CN=C3NC4=CC(=C(C=C4)OCC5=CC(=CC=C5)F)Cl. Cell line: UACC62. Synergy scores: CSS=4.74, Synergy_ZIP=0.285, Synergy_Bliss=2.86, Synergy_Loewe=-0.545, Synergy_HSA=1.88.